From a dataset of Reaction yield outcomes from USPTO patents with 853,638 reactions. Predict the reaction yield, written as a fraction of the theoretical maximum amount of product (1.0 means a 100% yield; for example, 0.34 means a 34% yield). (1) The reactants are [CH:1]1([NH:4][C:5]([C:7]2[CH:12]=[CH:11][C:10](B(O)O)=[CH:9][CH:8]=2)=[O:6])[CH2:3][CH2:2]1.O1CCN(CC[CH2:24][O:25][C:26]2[CH:35]=[C:34]3[C:29]([C:30]([O:36][C:37]4[CH:42]=[CH:41][C:40](NC(=O)CC5C=CC=CN=5)=[CH:39][C:38]=4[F:53])=[CH:31][CH:32]=[N:33]3)=[CH:28][C:27]=2[O:54][CH3:55])CC1. No catalyst specified. The product is [CH:1]1([NH:4][C:5]([C:7]2[CH:12]=[CH:11][C:10]([C:40]3[CH:41]=[CH:42][C:37]([O:36][C:30]4[C:29]5[C:34](=[CH:35][C:26]([O:25][CH3:24])=[C:27]([O:54][CH3:55])[CH:28]=5)[N:33]=[CH:32][CH:31]=4)=[C:38]([F:53])[CH:39]=3)=[CH:9][CH:8]=2)=[O:6])[CH2:3][CH2:2]1. The yield is 0.490. (2) The reactants are Br[C:2]1[C:3]([CH3:17])=[C:4]([CH2:8][NH:9][C:10](=[O:16])OC(C)(C)C)[CH:5]=[CH:6][CH:7]=1.CC1(C)C(C)(C)OB(B2OC(C)(C)C(C)(C)O2)O1.Cl[C:37]1[CH:42]=[CH:41][N:40]=[C:39]([NH2:43])[C:38]=1[N+:44]([O-])=O.[CH3:47][N:48]1[CH:52]=[C:51]([CH:53]=O)[CH:50]=[N:49]1.[C:55]([C:59]1[O:63][N:62]=[C:61](C([O-])=O)[N:60]=1)([CH3:58])([CH3:57])[CH3:56]. No catalyst specified. The product is [C:55]([C:59]1[O:63][N:62]=[C:61]([C:10]([NH:9][CH2:8][C:4]2[CH:5]=[CH:6][CH:7]=[C:2]([C:37]3[CH:42]=[CH:41][N:40]=[C:39]4[NH:43][C:53]([C:51]5[CH:50]=[N:49][N:48]([CH3:47])[CH:52]=5)=[N:44][C:38]=34)[C:3]=2[CH3:17])=[O:16])[N:60]=1)([CH3:58])([CH3:57])[CH3:56]. The yield is 0.149. (3) The reactants are [NH2:1][C:2]1[N:3]=[C:4]([NH2:13])[C:5]2[N:11]=[C:10](Cl)[CH:9]=[CH:8][C:6]=2[N:7]=1.C([O-])([O-])=O.[K+].[K+].[Cl:20][C:21]1[CH:22]=[C:23](B(O)O)[CH:24]=[CH:25][C:26]=1[O:27][CH3:28]. The catalyst is O1CCOCC1.O.C1C=CC([P]([Pd]([P](C2C=CC=CC=2)(C2C=CC=CC=2)C2C=CC=CC=2)([P](C2C=CC=CC=2)(C2C=CC=CC=2)C2C=CC=CC=2)[P](C2C=CC=CC=2)(C2C=CC=CC=2)C2C=CC=CC=2)(C2C=CC=CC=2)C2C=CC=CC=2)=CC=1. The product is [NH2:1][C:2]1[N:3]=[C:4]([NH2:13])[C:5]2[N:11]=[C:10]([C:23]3[CH:24]=[CH:25][C:26]([O:27][CH3:28])=[C:21]([Cl:20])[CH:22]=3)[CH:9]=[CH:8][C:6]=2[N:7]=1. The yield is 0.390. (4) The reactants are Cl[C:2]([O:4][CH2:5][C:6]1[CH:11]=[CH:10][CH:9]=[CH:8][CH:7]=1)=[O:3].[CH3:12][O:13][C:14]([C@:16]12[CH2:23][CH2:22][CH2:21][C@H:20]1[CH2:19][N:18](CC1C=CC=CC=1)[CH2:17]2)=[O:15]. The catalyst is ClCCl. The product is [CH3:12][O:13][C:14]([C@:16]12[CH2:23][CH2:22][CH2:21][C@H:20]1[CH2:19][N:18]([C:2]([O:4][CH2:5][C:6]1[CH:11]=[CH:10][CH:9]=[CH:8][CH:7]=1)=[O:3])[CH2:17]2)=[O:15]. The yield is 0.450. (5) The reactants are [Cl:1][C:2]1[C:3]2[CH2:10][C:9](=[O:11])[NH:8][C:4]=2[N:5]=[CH:6][N:7]=1.C[Si](C)(C)[N-][Si](C)(C)C.[Li+].I[CH2:23][CH2:24][CH2:25][CH2:26]I. The catalyst is C1COCC1. The product is [Cl:1][C:2]1[C:3]2[C:10]3([CH2:26][CH2:25][CH2:24][CH2:23]3)[C:9](=[O:11])[NH:8][C:4]=2[N:5]=[CH:6][N:7]=1. The yield is 0.431. (6) The reactants are [CH2:1]([N:4]1[C:12]2[C:11](=[O:13])[NH:10][C:9]([NH2:14])=[N:8][C:7]=2[N:6]([C@H:15]2[C@H:19]([OH:20])[C@H:18]([OH:21])[C@@H:17]([CH2:22][OH:23])[O:16]2)[C:5]1=[O:24])[CH:2]=[CH2:3].CO[C:27](OC)([CH3:29])[CH3:28].C12(CS(O)(=O)=O)C(C)(C)C(CC1)CC2=O. The catalyst is CC(C)=O. The product is [CH2:1]([N:4]1[C:12]2[C:11](=[O:13])[NH:10][C:9]([NH2:14])=[N:8][C:7]=2[N:6]([C@H:15]2[C@H:19]3[C@H:18]([O:21][C:27]([CH3:29])([CH3:28])[O:20]3)[C@@H:17]([CH2:22][OH:23])[O:16]2)[C:5]1=[O:24])[CH:2]=[CH2:3]. The yield is 0.580. (7) The reactants are ClC(Cl)(Cl)COC(=O)[NH:6][C:7]1[CH:12]=[CH:11][C:10]([S:13][C:14]2[CH:19]=[CH:18][C:17]([C:20]([N:22]3[CH2:27][CH:26]([CH3:28])[O:25][CH:24]([CH3:29])[CH2:23]3)=[O:21])=[CH:16][C:15]=2[NH:30][C:31]2[C:32]3[CH:40]=[CH:39][C:38]([CH:41]([CH3:43])[CH3:42])=[N:37][C:33]=3[N:34]=[CH:35][N:36]=2)=[CH:9][CH:8]=1.[OH-].[Na+].Cl. The catalyst is O1CCOCC1.O.C(OCC)(=O)C. The product is [NH2:6][C:7]1[CH:12]=[CH:11][C:10]([S:13][C:14]2[CH:19]=[CH:18][C:17]([C:20]([N:22]3[CH2:27][CH:26]([CH3:28])[O:25][CH:24]([CH3:29])[CH2:23]3)=[O:21])=[CH:16][C:15]=2[NH:30][C:31]2[C:32]3[CH:40]=[CH:39][C:38]([CH:41]([CH3:43])[CH3:42])=[N:37][C:33]=3[N:34]=[CH:35][N:36]=2)=[CH:9][CH:8]=1. The yield is 0.430.